Predict the product of the given reaction. From a dataset of Forward reaction prediction with 1.9M reactions from USPTO patents (1976-2016). (1) Given the reactants [CH:1]1([C:4]2[CH:5]=[CH:6][C:7]([C:15]([OH:17])=O)=[N:8][C:9]=2[O:10][CH2:11][CH:12]2[CH2:14][CH2:13]2)[CH2:3][CH2:2]1.[CH:18]1([C:21]([CH3:29])([C:23]2[N:27]=[C:26]([CH3:28])[O:25][N:24]=2)[NH2:22])[CH2:20][CH2:19]1, predict the reaction product. The product is: [CH:18]1([C:21]([NH:22][C:15]([C:7]2[CH:6]=[CH:5][C:4]([CH:1]3[CH2:2][CH2:3]3)=[C:9]([O:10][CH2:11][CH:12]3[CH2:13][CH2:14]3)[N:8]=2)=[O:17])([C:23]2[N:27]=[C:26]([CH3:28])[O:25][N:24]=2)[CH3:29])[CH2:20][CH2:19]1. (2) Given the reactants OC(C(F)(F)F)=O.[NH:8]1[CH2:11][CH:10]([NH:12][C:13](=[O:29])[CH2:14][NH:15][C:16]2[C:20]3[CH:21]=[C:22]([C:25]([F:28])([F:27])[F:26])[CH:23]=[CH:24][C:19]=3[O:18][N:17]=2)[CH2:9]1.[OH:30][C:31]1([C:38]2[CH:39]=[N:40][C:41]([O:44][CH3:45])=[CH:42][CH:43]=2)[CH2:36][CH2:35][C:34](=O)[CH2:33][CH2:32]1, predict the reaction product. The product is: [OH:30][C:31]1([C:38]2[CH:39]=[N:40][C:41]([O:44][CH3:45])=[CH:42][CH:43]=2)[CH2:32][CH2:33][CH:34]([N:8]2[CH2:11][CH:10]([NH:12][C:13](=[O:29])[CH2:14][NH:15][C:16]3[C:20]4[CH:21]=[C:22]([C:25]([F:27])([F:26])[F:28])[CH:23]=[CH:24][C:19]=4[O:18][N:17]=3)[CH2:9]2)[CH2:35][CH2:36]1. (3) Given the reactants [CH3:1][C@:2]12[C@@:19]3([CH3:20])[C@@H:10]([C@:11]4([CH3:32])[C@@H:16]([CH2:17][CH2:18]3)[C:15]([CH3:22])([CH3:21])[C:14]([C:23]3[CH:31]=[CH:30][C:26]([C:27]([OH:29])=[O:28])=[CH:25][CH:24]=3)=[CH:13][CH2:12]4)[CH2:9][CH2:8][C@@H:7]1[C@H:6]1[C@H:33]([C:36]([CH3:38])=[CH2:37])[CH2:34][CH2:35][C@:5]1([NH:39][CH2:40][CH2:41][NH:42][C:43]1[N:44]=[N:45][C:46](C)=[CH:47][CH:48]=1)[CH2:4][CH2:3]2.ClC1N=NC=CC=1.C(O)(C(F)(F)F)=O, predict the reaction product. The product is: [CH3:1][C@:2]12[C@@:19]3([CH3:20])[C@@H:10]([C@:11]4([CH3:32])[C@@H:16]([CH2:17][CH2:18]3)[C:15]([CH3:21])([CH3:22])[C:14]([C:23]3[CH:24]=[CH:25][C:26]([C:27]([OH:29])=[O:28])=[CH:30][CH:31]=3)=[CH:13][CH2:12]4)[CH2:9][CH2:8][C@@H:7]1[C@H:6]1[C@H:33]([C:36]([CH3:38])=[CH2:37])[CH2:34][CH2:35][C@:5]1([NH:39][CH2:40][CH2:41][NH:42][C:43]1[N:44]=[N:45][CH:46]=[CH:47][CH:48]=1)[CH2:4][CH2:3]2.